This data is from Catalyst prediction with 721,799 reactions and 888 catalyst types from USPTO. The task is: Predict which catalyst facilitates the given reaction. (1) Reactant: [CH2:1]([N:3]1[C:7]2=[N:8][C:9]([CH2:28][CH3:29])=[C:10]([CH2:19][NH:20][C:21](=[O:27])[CH2:22][CH2:23][C:24]([OH:26])=O)[C:11]([NH:12][CH:13]3[CH2:18][CH2:17][O:16][CH2:15][CH2:14]3)=[C:6]2[CH:5]=[N:4]1)[CH3:2].[Br:30][C:31]1[CH:32]=[C:33]([CH2:38][NH2:39])[CH:34]=[CH:35][C:36]=1[F:37].CN(C(ON1N=NC2C=CC=NC1=2)=[N+](C)C)C.F[P-](F)(F)(F)(F)F.C(N(CC)CC)C. Product: [Br:30][C:31]1[CH:32]=[C:33]([CH2:38][NH:39][C:24](=[O:26])[CH2:23][CH2:22][C:21]([NH:20][CH2:19][C:10]2[C:11]([NH:12][CH:13]3[CH2:14][CH2:15][O:16][CH2:17][CH2:18]3)=[C:6]3[CH:5]=[N:4][N:3]([CH2:1][CH3:2])[C:7]3=[N:8][C:9]=2[CH2:28][CH3:29])=[O:27])[CH:34]=[CH:35][C:36]=1[F:37]. The catalyst class is: 4. (2) Reactant: [C:1]([O:5][C:6]([N:8]1[CH2:11][CH:10]([C:12](O)=[O:13])[CH2:9]1)=[O:7])([CH3:4])([CH3:3])[CH3:2].CN1CCOCC1.ClC(OCC(C)C)=O.[BH4-].[Na+].C(=O)(O)[O-].[Na+]. Product: [C:1]([O:5][C:6]([N:8]1[CH2:11][CH:10]([CH2:12][OH:13])[CH2:9]1)=[O:7])([CH3:4])([CH3:3])[CH3:2]. The catalyst class is: 1. (3) Reactant: [CH3:1][C:2]([S@:5](/[N:7]=[CH:8]/[C:9]1[CH:14]=[C:13]([CH3:15])[C:12]([O:16][CH2:17][C:18]([F:21])([F:20])[F:19])=[CH:11][N:10]=1)=[O:6])([CH3:4])[CH3:3].[CH3:22][Mg]Br.C1COCC1. Product: [CH3:4][C:2]([S@:5]([NH:7][CH:8]([C:9]1[CH:14]=[C:13]([CH3:15])[C:12]([O:16][CH2:17][C:18]([F:21])([F:19])[F:20])=[CH:11][N:10]=1)[CH3:22])=[O:6])([CH3:1])[CH3:3]. The catalyst class is: 2. (4) Reactant: [CH3:1][C:2]1([CH3:13])[CH2:7][C:6](=[O:8])[CH2:5][CH2:4][C@@H:3]1[C:9]([O:11][CH3:12])=[O:10].[S:14]1[CH:18]=[CH:17][N:16]=[CH:15]1.B(F)(F)F.[OH-].[Na+]. Product: [OH:8][C@:6]1([C:15]2[S:14][CH:18]=[CH:17][N:16]=2)[CH2:5][CH2:4][C@H:3]([C:9]([O:11][CH3:12])=[O:10])[C:2]([CH3:13])([CH3:1])[CH2:7]1. The catalyst class is: 680.